This data is from Catalyst prediction with 721,799 reactions and 888 catalyst types from USPTO. The task is: Predict which catalyst facilitates the given reaction. (1) The catalyst class is: 10. Reactant: [NH2:1][C:2]1[CH:7]=[C:6]([NH:8][C:9]([C:11]2[N:23]([CH2:24][C:25]3[CH:30]=[CH:29][CH:28]=[C:27]([F:31])[CH:26]=3)[C:14]3=[N:15][CH:16]=[C:17]([C:19]([F:22])([F:21])[F:20])[CH:18]=[C:13]3[CH:12]=2)=[O:10])[CH:5]=[CH:4][N:3]=1.Br[CH2:33][C:34](=O)[C:35](OCC)=[O:36]. Product: [OH:36][CH2:35][C:34]1[N:1]=[C:2]2[CH:7]=[C:6]([NH:8][C:9]([C:11]3[N:23]([CH2:24][C:25]4[CH:30]=[CH:29][CH:28]=[C:27]([F:31])[CH:26]=4)[C:14]4=[N:15][CH:16]=[C:17]([C:19]([F:22])([F:20])[F:21])[CH:18]=[C:13]4[CH:12]=3)=[O:10])[CH:5]=[CH:4][N:3]2[CH:33]=1. (2) Reactant: [CH3:1][O:2][C:3]1[CH:4]=[C:5]([C:9]2([C:12]#[N:13])[CH2:11][CH2:10]2)[CH:6]=[CH:7][CH:8]=1.[ClH:14].[CH2:15]([OH:17])C. Product: [ClH:14].[CH3:1][O:2][C:3]1[CH:4]=[C:5]([C:9]2([C:12](=[NH:13])[O:17][CH3:15])[CH2:11][CH2:10]2)[CH:6]=[CH:7][CH:8]=1. The catalyst class is: 5. (3) Reactant: CN(CCO)C.[Cl:7][C:8]1[CH:13]=[CH:12][CH:11]=[C:10]([F:14])[C:9]=1[C:15]1[C:16]([Cl:23])=[N:17][C:18]([Cl:22])=[CH:19][C:20]=1[Cl:21].C([Li])CCC.[Br:29]C(F)(F)C(F)(F)Br.Cl. Product: [Br:29][C:19]1[C:20]([Cl:21])=[C:15]([C:9]2[C:10]([F:14])=[CH:11][CH:12]=[CH:13][C:8]=2[Cl:7])[C:16]([Cl:23])=[N:17][C:18]=1[Cl:22]. The catalyst class is: 7. (4) Reactant: C(OC(=O)[NH:7][C:8]1[CH:13]=[C:12]([O:14][CH2:15][CH2:16][O:17][CH3:18])[C:11]([N:19]2[CH:23]=[CH:22][CH:21]=[CH:20]2)=[CH:10][C:9]=1[NH:24][C:25](=[O:37])[CH2:26][C:27]([C:29]1[CH:34]=[CH:33][CH:32]=[C:31]([C:35]#[N:36])[CH:30]=1)=O)(C)(C)C.C(O)(C(F)(F)F)=O. Product: [CH3:18][O:17][CH2:16][CH2:15][O:14][C:12]1[C:11]([N:19]2[CH:23]=[CH:22][CH:21]=[CH:20]2)=[CH:10][C:9]2[NH:24][C:25](=[O:37])[CH2:26][C:27]([C:29]3[CH:30]=[C:31]([CH:32]=[CH:33][CH:34]=3)[C:35]#[N:36])=[N:7][C:8]=2[CH:13]=1. The catalyst class is: 2.